This data is from Reaction yield outcomes from USPTO patents with 853,638 reactions. The task is: Predict the reaction yield, written as a fraction of the theoretical maximum amount of product (1.0 means a 100% yield; for example, 0.34 means a 34% yield). (1) The reactants are F[C:2]1[CH:7]=[CH:6][C:5]([N+:8]([O-:10])=[O:9])=[CH:4][CH:3]=1.[C:11]([O:15][C:16]([N:18]1[CH2:23][CH2:22][NH:21][CH2:20][CH2:19]1)=[O:17])([CH3:14])([CH3:13])[CH3:12].C(N(CC)C(C)C)(C)C.CCOCC. The catalyst is C(OCC)(=O)C. The product is [C:11]([O:15][C:16]([N:18]1[CH2:23][CH2:22][N:21]([C:2]2[CH:7]=[CH:6][C:5]([N+:8]([O-:10])=[O:9])=[CH:4][CH:3]=2)[CH2:20][CH2:19]1)=[O:17])([CH3:14])([CH3:12])[CH3:13]. The yield is 0.770. (2) The reactants are C([O:9][C:10]1[N:14]([CH3:15])[N:13]=[C:12]([C:16]([CH3:19])([CH3:18])[CH3:17])[C:11]=1Br)(=O)C1C=CC=CC=1.[CH3:21][N:22]([CH3:34])[C:23]([C:25]1[CH:30]=[CH:29][C:28](B(O)O)=[CH:27][CH:26]=1)=[O:24].C(=O)(O)[O-].[Na+]. The catalyst is O1CCOCC1.O.C1C=CC([P]([Pd]([P](C2C=CC=CC=2)(C2C=CC=CC=2)C2C=CC=CC=2)([P](C2C=CC=CC=2)(C2C=CC=CC=2)C2C=CC=CC=2)[P](C2C=CC=CC=2)(C2C=CC=CC=2)C2C=CC=CC=2)(C2C=CC=CC=2)C2C=CC=CC=2)=CC=1. The product is [C:16]([C:12]1[C:11]([C:28]2[CH:29]=[CH:30][C:25]([C:23]([N:22]([CH3:34])[CH3:21])=[O:24])=[CH:26][CH:27]=2)=[C:10]([OH:9])[N:14]([CH3:15])[N:13]=1)([CH3:17])([CH3:18])[CH3:19]. The yield is 0.280. (3) The reactants are S(Cl)(Cl)=O.[Cl:5][C:6]1[CH:22]=[CH:21][CH:20]=[C:19]([Cl:23])[C:7]=1[C:8]([NH:10][C:11]1[C:12]([C:16]([OH:18])=O)=[N:13][NH:14][CH:15]=1)=[O:9].C(N(CC)CC)C.[C:31]([O:35][C:36]([N:38]1[CH2:43][CH2:42][CH:41]([NH2:44])[CH2:40][CH2:39]1)=[O:37])([CH3:34])([CH3:33])[CH3:32]. The catalyst is C1(C)C=CC=CC=1.O1CCCC1. The product is [C:31]([O:35][C:36]([N:38]1[CH2:43][CH2:42][CH:41]([NH:44][C:16]([C:12]2[C:11]([NH:10][C:8](=[O:9])[C:7]3[C:19]([Cl:23])=[CH:20][CH:21]=[CH:22][C:6]=3[Cl:5])=[CH:15][NH:14][N:13]=2)=[O:18])[CH2:40][CH2:39]1)=[O:37])([CH3:34])([CH3:32])[CH3:33]. The yield is 0.971. (4) The reactants are Br[C:2]1[CH:7]=[CH:6][N:5]2[CH:8]=[C:9]([C:11]3[CH:16]=[CH:15][CH:14]=[C:13]([O:17][CH3:18])[CH:12]=3)[N:10]=[C:4]2[CH:3]=1.[CH3:19][NH:20][CH3:21]. No catalyst specified. The product is [CH3:18][O:17][C:13]1[CH:12]=[C:11]([C:9]2[N:10]=[C:4]3[CH:3]=[C:2]([N:20]([CH3:21])[CH3:19])[CH:7]=[CH:6][N:5]3[CH:8]=2)[CH:16]=[CH:15][CH:14]=1. The yield is 0.270. (5) The yield is 0.630. The product is [Cl:1][C:2]1[CH:7]=[N:6][N:5]([CH:10]2[CH2:11][CH2:12][CH2:13][CH2:14][O:9]2)[C:4](=[O:8])[CH:3]=1. The catalyst is O1CCCC1.O.C1(C)C=CC(S(O)(=O)=O)=CC=1. The reactants are [Cl:1][C:2]1[CH:7]=[N:6][NH:5][C:4](=[O:8])[CH:3]=1.[O:9]1[CH:14]=[CH:13][CH2:12][CH2:11][CH2:10]1. (6) The catalyst is O1CCOCC1. The reactants are Br[CH2:2][C:3]([C:5]1[CH:13]=[CH:12][CH:11]=[C:10]2[C:6]=1[C:7]1([C:27]3[C:18](=[CH:19][C:20]4[O:25][CH2:24][CH2:23][O:22][C:21]=4[CH:26]=3)[O:17][CH2:16]1)[C:8](=[O:15])[N:9]2[CH3:14])=O.[C:28]([NH2:31])(=[S:30])[CH3:29]. The yield is 0.330. The product is [CH3:14][N:9]1[C:10]2[C:6](=[C:5]([C:3]3[N:31]=[C:28]([CH3:29])[S:30][CH:2]=3)[CH:13]=[CH:12][CH:11]=2)[C:7]2([C:27]3[C:18](=[CH:19][C:20]4[O:25][CH2:24][CH2:23][O:22][C:21]=4[CH:26]=3)[O:17][CH2:16]2)[C:8]1=[O:15].